Dataset: Full USPTO retrosynthesis dataset with 1.9M reactions from patents (1976-2016). Task: Predict the reactants needed to synthesize the given product. Given the product [I:1][C:2]1[S:6][C:5]([C:7]([O:9][CH3:10])=[O:8])=[C:4]([N:11]([C:12]([C@H:14]2[CH2:15][CH2:16][C@H:17]([CH3:20])[CH2:18][CH2:19]2)=[O:13])[CH2:29][C:30]([F:33])([F:32])[F:31])[CH:3]=1, predict the reactants needed to synthesize it. The reactants are: [I:1][C:2]1[S:6][C:5]([C:7]([O:9][CH3:10])=[O:8])=[C:4]([NH:11][C:12]([C@H:14]2[CH2:19][CH2:18][C@H:17]([CH3:20])[CH2:16][CH2:15]2)=[O:13])[CH:3]=1.[H-].[Na+].FC(F)(F)S(O[CH2:29][C:30]([F:33])([F:32])[F:31])(=O)=O.C(O)(=O)CC(CC(O)=O)(C(O)=O)O.